From a dataset of Catalyst prediction with 721,799 reactions and 888 catalyst types from USPTO. Predict which catalyst facilitates the given reaction. (1) Reactant: Cl.[Cl:2][CH2:3][CH2:4][C:5]([NH2:8])([CH3:7])[CH3:6].[OH-].[Na+].[Cl:11][C:12]1[CH:19]=[CH:18][CH:17]=[C:16]([Cl:20])[C:13]=1[CH:14]=O. Product: [Cl:2][CH2:3][CH2:4][C:5]([N:8]=[CH:14][C:13]1[C:12]([Cl:11])=[CH:19][CH:18]=[CH:17][C:16]=1[Cl:20])([CH3:7])[CH3:6]. The catalyst class is: 2. (2) Reactant: B(Cl)(Cl)Cl.[CH3:5][NH:6][C:7]([C:9]1[C:13]2[CH:14]=[C:15]([O:24][CH:25]([CH3:27])C)[C:16]([N:18]3[CH2:23][CH2:22][O:21][CH2:20][CH2:19]3)=[CH:17][C:12]=2[O:11][C:10]=1[C:28]1[CH:33]=[CH:32][C:31]([F:34])=[CH:30][CH:29]=1)=[O:8]. Product: [CH3:5][NH:6][C:7]([C:9]1[C:13]2[CH:14]=[C:15]([O:24][CH2:25][C:27]3[CH:29]=[CH:28][C:10]([O:11][CH3:12])=[CH:9][CH:7]=3)[C:16]([N:18]3[CH2:19][CH2:20][O:21][CH2:22][CH2:23]3)=[CH:17][C:12]=2[O:11][C:10]=1[C:28]1[CH:29]=[CH:30][C:31]([F:34])=[CH:32][CH:33]=1)=[O:8]. The catalyst class is: 4. (3) Reactant: [CH3:1][N:2]1[CH:6]=[CH:5][C:4]([C:7]2[C:15]3[C:10](=[CH:11][N:12]=[C:13]([C:16]4[CH:17]=[N:18][CH:19]=[CH:20][CH:21]=4)[CH:14]=3)[N:9](COCC[Si](C)(C)C)[N:8]=2)=[N:3]1.Cl. Product: [CH3:1][N:2]1[CH:6]=[CH:5][C:4]([C:7]2[C:15]3[C:10](=[CH:11][N:12]=[C:13]([C:16]4[CH:17]=[N:18][CH:19]=[CH:20][CH:21]=4)[CH:14]=3)[NH:9][N:8]=2)=[N:3]1. The catalyst class is: 12.